The task is: Predict the reaction yield, written as a fraction of the theoretical maximum amount of product (1.0 means a 100% yield; for example, 0.34 means a 34% yield).. This data is from Reaction yield outcomes from USPTO patents with 853,638 reactions. (1) The reactants are [C:1]([O:5][C:6](=[O:15])[CH:7]=[C:8]1[CH2:11][CH:10]([C:12]([OH:14])=[O:13])[CH2:9]1)([CH3:4])([CH3:3])[CH3:2]. The catalyst is CO.[C].[Pd]. The product is [C:1]([O:5][C:6](=[O:15])[CH2:7][CH:8]1[CH2:9][CH:10]([C:12]([OH:14])=[O:13])[CH2:11]1)([CH3:4])([CH3:2])[CH3:3]. The yield is 0.990. (2) The reactants are [NH2:1][C@H:2]([C:7]([OH:9])=[O:8])[CH2:3][CH2:4][S:5][CH3:6].[CH3:10][O:11][C:12]1[CH:17]=[CH:16][C:15]([C:18]2[O:22][C:21](=[O:23])[C:20]3([CH2:28][CH2:27][CH2:26][CH2:25][CH2:24]3)[N:19]=2)=[CH:14][CH:13]=1. The catalyst is CN1CCOCC1. The product is [CH3:10][O:11][C:12]1[CH:13]=[CH:14][C:15]([C:18]([NH:19][C:20]2([C:21]([NH:1][C@H:2]([C:7]([OH:9])=[O:8])[CH2:3][CH2:4][S:5][CH3:6])=[O:23])[CH2:24][CH2:25][CH2:26][CH2:27][CH2:28]2)=[O:22])=[CH:16][CH:17]=1. The yield is 0.130.